Dataset: CYP2D6 inhibition data for predicting drug metabolism from PubChem BioAssay. Task: Regression/Classification. Given a drug SMILES string, predict its absorption, distribution, metabolism, or excretion properties. Task type varies by dataset: regression for continuous measurements (e.g., permeability, clearance, half-life) or binary classification for categorical outcomes (e.g., BBB penetration, CYP inhibition). Dataset: cyp2d6_veith. (1) The drug is Nc1nc(-c2cccs2)cs1. The result is 0 (non-inhibitor). (2) The molecule is Cc1[nH]n(C(C)(C)C)c(=O)c1Sc1ccccc1. The result is 0 (non-inhibitor). (3) The drug is COc1ccc(COC(=O)N/N=C2/C[C@@H](O)[C@@H](O)[C@@H]3[C@@H]4C(=O)N(Cc5ccccc5)C(=O)[C@H]4CC[C@@H]23)cc1. The result is 0 (non-inhibitor). (4) The drug is CCC1=C(C[C@H]2NCCc3ccccc32)C[C@@H]2c3cc(OC)c(OC)cc3CCN2C1. The result is 1 (inhibitor). (5) The molecule is C#C[C@@]1(O)CC[C@@H]2[C@@H]3CCC4=CC(=O)CC[C@@]4(C)[C@H]3CC[C@]21C. The result is 0 (non-inhibitor). (6) The drug is CC(C)Oc1ccc(C(=O)Nc2ccc(NC(=O)c3ccco3)c(Cl)c2)cc1. The result is 0 (non-inhibitor).